This data is from Forward reaction prediction with 1.9M reactions from USPTO patents (1976-2016). The task is: Predict the product of the given reaction. Given the reactants Cl[C:2]1[CH:10]=[CH:9][CH:8]=[C:7]2[C:3]=1[CH:4]=[C:5]([CH:11]([CH3:13])[CH3:12])[CH2:6]2.[CH3:14][C:15]1[CH:16]=[C:17]([Mg]Br)[CH:18]=[C:19]([CH3:21])[CH:20]=1, predict the reaction product. The product is: [CH3:14][C:15]1[CH:16]=[C:17]([C:2]2[CH:10]=[CH:9][CH:8]=[C:7]3[C:3]=2[CH:4]=[C:5]([CH:11]([CH3:13])[CH3:12])[CH2:6]3)[CH:18]=[C:19]([CH3:21])[CH:20]=1.